From a dataset of Full USPTO retrosynthesis dataset with 1.9M reactions from patents (1976-2016). Predict the reactants needed to synthesize the given product. (1) Given the product [NH2:2][CH2:3][C:4]1([C:17]([NH:18][C:19]2[CH:24]=[CH:23][CH:22]=[CH:21][N:20]=2)=[O:25])[CH2:9][CH2:8][NH:7][CH2:6][CH2:5]1, predict the reactants needed to synthesize it. The reactants are: Cl.[NH2:2][CH2:3][C:4]1([C:17](=[O:25])[NH:18][C:19]2[CH:24]=[CH:23][CH:22]=[CH:21][N:20]=2)[CH2:9][CH2:8][N:7](C(OC(C)(C)C)=O)[CH2:6][CH2:5]1. (2) Given the product [F:39][C:36]1[CH:37]=[C:38]2[C:33]([C:32]([C:40]3[CH:41]=[CH:42][C:43]4[N:47]=[C:46]([CH2:48][CH2:49][NH2:50])[NH:45][C:44]=4[CH:51]=3)=[CH:31][NH:30]2)=[CH:34][CH:35]=1, predict the reactants needed to synthesize it. The reactants are: FC1C=C2C(C(I)=CN2S(C2C=CC=CC=2)(=O)=O)=CC=1.C1(S([N:30]2[C:38]3[C:33](=[CH:34][CH:35]=[C:36]([F:39])[CH:37]=3)[C:32]([C:40]3[CH:41]=[CH:42][C:43]4[N:47]=[C:46]([CH2:48][CH2:49][NH2:50])[NH:45][C:44]=4[CH:51]=3)=[CH:31]2)(=O)=O)C=CC=CC=1. (3) Given the product [CH:1]1([NH:4][C:12](=[O:13])[C:11]2[CH:16]=[C:7]([C:5]#[N:6])[CH:8]=[CH:9][C:10]=2[OH:17])[CH2:3][CH2:2]1, predict the reactants needed to synthesize it. The reactants are: [CH:1]1([NH2:4])[CH2:3][CH2:2]1.[C:5]([C:7]1[CH:8]=[CH:9][C:10]([OH:17])=[C:11]([CH:16]=1)[C:12](OC)=[O:13])#[N:6]. (4) Given the product [CH3:6][O:7][C:8]([CH:10]1[CH2:14][CH2:13][N:12]([C:15]([O:17][CH2:18][C:19]2[CH:24]=[CH:23][CH:22]=[CH:21][CH:20]=2)=[O:16])[N:11]1[C:25](=[O:41])[CH:26]([N:30]1[C:31](=[O:40])[C:32]2[C:37](=[CH:36][CH:35]=[CH:34][CH:33]=2)[C:38]1=[O:39])[CH2:27][CH2:28][CH2:29][OH:44])=[O:9], predict the reactants needed to synthesize it. The reactants are: CC(=CC)C.[CH3:6][O:7][C:8]([CH:10]1[CH2:14][CH2:13][N:12]([C:15]([O:17][CH2:18][C:19]2[CH:24]=[CH:23][CH:22]=[CH:21][CH:20]=2)=[O:16])[N:11]1[C:25](=[O:41])[CH:26]([N:30]1[C:38](=[O:39])[C:37]2[C:32](=[CH:33][CH:34]=[CH:35][CH:36]=2)[C:31]1=[O:40])[CH2:27][CH:28]=[CH2:29])=[O:9].C([O-])(=[O:44])C.[Na+].OO. (5) Given the product [C:1]([C:3]1[C:7]([CH2:8][C:9]2[CH:14]=[CH:13][CH:12]=[CH:11][C:10]=2[S:15]([N:18]2[CH2:19][CH2:20][CH2:21][CH2:22]2)(=[O:17])=[O:16])=[C:6]([CH3:23])[N:5]([CH2:24][C:25]([OH:27])=[O:26])[C:4]=1[CH:30]1[CH2:31][CH2:32][CH2:33][CH2:34]1)#[N:2], predict the reactants needed to synthesize it. The reactants are: [C:1]([C:3]1[C:7]([CH2:8][C:9]2[CH:14]=[CH:13][CH:12]=[CH:11][C:10]=2[S:15]([N:18]2[CH2:22][CH2:21][CH2:20][CH2:19]2)(=[O:17])=[O:16])=[C:6]([CH3:23])[N:5]([CH2:24][C:25]([O:27]CC)=[O:26])[C:4]=1[CH:30]1[CH2:34][CH2:33][CH2:32][CH2:31]1)#[N:2].O.[OH-].[Li+].O.